The task is: Predict the reactants needed to synthesize the given product.. This data is from Full USPTO retrosynthesis dataset with 1.9M reactions from patents (1976-2016). (1) Given the product [F:51][C:23]1[C:22]2[O:21][C:20]3[C:29](=[CH:30][C:17]([C:7]4[C:2]([F:1])=[N:3][CH:4]=[CH:5][CH:6]=4)=[CH:18][CH:19]=3)[C@:28]3([N:35]=[C:34]([NH2:36])[CH2:33][O:32][CH2:31]3)[C:27]=2[CH:26]=[C:25]([C:44]#[C:45][C:46]2([CH3:50])[CH2:49][O:48][CH2:47]2)[CH:24]=1, predict the reactants needed to synthesize it. The reactants are: [F:1][C:2]1[C:7](B(O)O)=[CH:6][CH:5]=[CH:4][N:3]=1.FC(F)(F)S(O[C:17]1[CH:30]=[C:29]2[C:20]([O:21][C:22]3[C:23]([F:51])=[CH:24][C:25]([C:44]#[C:45][C:46]4([CH3:50])[CH2:49][O:48][CH2:47]4)=[CH:26][C:27]=3[C@:28]32[N:35]=[C:34]([NH:36]C(OC(C)(C)C)=O)[CH2:33][O:32][CH2:31]3)=[CH:19][CH:18]=1)(=O)=O.C(=O)([O-])[O-].[Na+].[Na+].C(O)(C(F)(F)F)=O. (2) Given the product [C:13]([C:8]1[CH:7]=[CH:6][C:5]([NH:9][C:10](=[O:12])[CH3:11])=[CH:4][C:3]=1[O:2][CH3:1])(=[O:15])[CH3:14], predict the reactants needed to synthesize it. The reactants are: [CH3:1][O:2][C:3]1[CH:4]=[C:5]([NH:9][C:10](=[O:12])[CH3:11])[CH:6]=[CH:7][CH:8]=1.[C:13](Cl)(=[O:15])[CH3:14].[Cl-].[Al+3].[Cl-].[Cl-].